This data is from Drug-target binding data from BindingDB using IC50 measurements. The task is: Regression. Given a target protein amino acid sequence and a drug SMILES string, predict the binding affinity score between them. We predict pIC50 (pIC50 = -log10(IC50 in M); higher means more potent). Dataset: bindingdb_ic50. (1) The target protein (Q920D2) has sequence MVRPLNCIVAVSQNMGIGKNGDLPWPLLRNEFKYFQRMTTTSSVEGKQNLVIMGRKTWFSIPEKNRPLKDRINIVLSRELKEPPQGAHFLAKSLDDALKLIEQPELASKVDMVWVVGGSSVYQEAMNQPGHLRLFVTRIMQEFESDTFFPEIDLEKYKLLPEYPGVLSEIQEEKGIKYKFEVYEKKD. The small molecule is CCCc1nc(N)nc(N)c1Cc1cc(OC)c(OC)c(OC)c1. The pIC50 is 2.8. (2) The compound is Cc1nn(C)cc1Nc1nccc(-c2c[nH]c3c(NC(=O)[C@@H](C)N4CCN(C)CC4)cccc23)n1. The target protein sequence is GFSGAFEDRDPTQFEERHLKFLQQLGKGNFGSVEMCRYDPLQDNTGEVVAVKKLQHSTEEHLRDFEREIEILKSLQHDNIVKYKGVCYSAGRRNLKLIMEYLPYGSLRDYLQKHKERIDHIKLLQYTSQICKGMEYLGTKRYIHRDLATRNILVENENRVKIGDFGLTKVLPQDKEYYKVKEPGESPIFWYAPESLTESKFSVASDVWSFGVVLYELFTYIEKSKSPPAEFMRMIGNDKQGQMIVFHLIELLKNNGRLPRPDGCPDEIYMIMTECWNNNVNQRPSFRDLALRVDQIRDNMAG. The pIC50 is 5.0.